This data is from Peptide-MHC class I binding affinity with 185,985 pairs from IEDB/IMGT. The task is: Regression. Given a peptide amino acid sequence and an MHC pseudo amino acid sequence, predict their binding affinity value. This is MHC class I binding data. The peptide sequence is VTIPQIGGM. The MHC is HLA-A26:01 with pseudo-sequence HLA-A26:01. The binding affinity (normalized) is 0.689.